From a dataset of Forward reaction prediction with 1.9M reactions from USPTO patents (1976-2016). Predict the product of the given reaction. (1) Given the reactants [CH2:1]([O:8][N:9]=[C:10]1[CH:26]([C:27]2[CH:28]=[C:29]([CH3:33])[CH:30]=[CH:31][CH:32]=2)[CH2:25][N:13]2[CH2:14][CH2:15][C:16]3[C:21]([CH:12]2[CH2:11]1)=[CH:20][CH:19]=[C:18]([O:22][CH3:23])[C:17]=3[OH:24])[C:2]1[CH:7]=[CH:6][CH:5]=[CH:4][CH:3]=1.CC([O-])(C)C.[K+].Br[CH2:41][CH2:42][O:43][CH2:44][C:45]1[CH:50]=[CH:49][CH:48]=[CH:47][CH:46]=1, predict the reaction product. The product is: [CH2:1]([O:8][N:9]=[C:10]1[CH:26]([C:27]2[CH:28]=[C:29]([CH3:33])[CH:30]=[CH:31][CH:32]=2)[CH2:25][N:13]2[CH2:14][CH2:15][C:16]3[C:21]([CH:12]2[CH2:11]1)=[CH:20][CH:19]=[C:18]([O:22][CH3:23])[C:17]=3[O:24][CH2:41][CH2:42][O:43][CH2:44][C:45]1[CH:50]=[CH:49][CH:48]=[CH:47][CH:46]=1)[C:2]1[CH:3]=[CH:4][CH:5]=[CH:6][CH:7]=1. (2) The product is: [F:27][C:28]1[CH:29]=[C:2]([N:3]2[CH:4]=[C:5]3[CH2:10][N:9]([CH2:11][CH2:12][CH2:13][CH2:14][O:15][C:16]4[CH:25]=[C:24]5[C:19]([CH2:20][CH2:21][C:22](=[O:26])[NH:23]5)=[CH:18][CH:17]=4)[CH2:8][CH2:7][C:6]3=[N:1]2)[CH:31]=[CH:32][CH:33]=1. Given the reactants [N:1]1[C:6]2[CH2:7][CH2:8][N:9]([CH2:11][CH2:12][CH2:13][CH2:14][O:15][C:16]3[CH:25]=[C:24]4[C:19]([CH2:20][CH2:21][C:22](=[O:26])[NH:23]4)=[CH:18][CH:17]=3)[CH2:10][C:5]=2[CH:4]=[N:3][CH:2]=1.[F:27][C:28]1[CH:29]=C(N2C=C3CNCCC3=N2)[CH:31]=[CH:32][CH:33]=1, predict the reaction product. (3) Given the reactants C([N:8]1[CH2:13][CH2:12][N:11](CC2C=CC=CC=2)[CH2:10][C@@H:9]1[CH2:21][CH2:22][C:23]1[CH:28]=[CH:27][CH:26]=[C:25]([O:29][CH3:30])[CH:24]=1)C1C=CC=CC=1.C([O-])=O.[NH4+], predict the reaction product. The product is: [CH3:30][O:29][C:25]1[CH:24]=[C:23]([CH2:22][CH2:21][C@H:9]2[CH2:10][NH:11][CH2:12][CH2:13][NH:8]2)[CH:28]=[CH:27][CH:26]=1. (4) Given the reactants [C:1]([CH:4](OS(C1C=CC(C)=CC=1)(=O)=O)[C:5]1[CH:10]=[CH:9][CH:8]=[CH:7][CH:6]=1)(=[O:3])[NH2:2].[CH3:22][O:23][C:24]1[CH:25]=[C:26]2[C:31](=[CH:32][C:33]=1[O:34][CH3:35])[C@H:30]([CH2:36][CH2:37][C:38]1[CH:43]=[CH:42][CH:41]=[C:40]([O:44][C:45]([F:48])([F:47])[F:46])[CH:39]=1)[NH:29][CH2:28][CH2:27]2, predict the reaction product. The product is: [CH3:22][O:23][C:24]1[CH:25]=[C:26]2[C:31](=[CH:32][C:33]=1[O:34][CH3:35])[C@H:30]([CH2:36][CH2:37][C:38]1[CH:43]=[CH:42][CH:41]=[C:40]([O:44][C:45]([F:46])([F:48])[F:47])[CH:39]=1)[N:29]([C@H:4]([C:5]1[CH:6]=[CH:7][CH:8]=[CH:9][CH:10]=1)[C:1]([NH2:2])=[O:3])[CH2:28][CH2:27]2. (5) The product is: [C:1]([O:5][C:6](=[O:24])[NH:7][C:8]1[C:9]([N+:21]([O-:23])=[O:22])=[CH:10][C:11]([C:27]2[CH:28]=[CH:29][CH:30]=[CH:31][C:26]=2[F:25])=[C:12]([O:14][CH2:15][C:16]([F:19])([F:18])[F:17])[CH:13]=1)([CH3:4])([CH3:3])[CH3:2]. Given the reactants [C:1]([O:5][C:6](=[O:24])[NH:7][C:8]1[CH:13]=[C:12]([O:14][CH2:15][C:16]([F:19])([F:18])[F:17])[C:11](I)=[CH:10][C:9]=1[N+:21]([O-:23])=[O:22])([CH3:4])([CH3:3])[CH3:2].[F:25][C:26]1[CH:31]=[CH:30][CH:29]=[CH:28][C:27]=1B(O)O, predict the reaction product. (6) Given the reactants [Cl:1][C:2]1[CH:7]=[C:6]([Cl:8])[CH:5]=[C:4]([Cl:9])[C:3]=1[NH:10][C:11]([NH:13][C:14]1[C:15]([C:24]([NH:26][C:27]2([C:32]([O:34]C)=[O:33])[CH2:31][CH2:30][CH2:29][CH2:28]2)=[O:25])=[CH:16][C:17]2[C:22]([CH:23]=1)=[CH:21][CH:20]=[CH:19][CH:18]=2)=[O:12].Cl, predict the reaction product. The product is: [Cl:1][C:2]1[CH:7]=[C:6]([Cl:8])[CH:5]=[C:4]([Cl:9])[C:3]=1[NH:10][C:11]([NH:13][C:14]1[C:15]([C:24]([NH:26][C:27]2([C:32]([OH:34])=[O:33])[CH2:31][CH2:30][CH2:29][CH2:28]2)=[O:25])=[CH:16][C:17]2[C:22]([CH:23]=1)=[CH:21][CH:20]=[CH:19][CH:18]=2)=[O:12]. (7) Given the reactants [N+:1]([C:4]1[CH:5]=[C:6]([O:13][C:14]2[CH:19]=[CH:18][C:17]([CH2:20][OH:21])=[CH:16][CH:15]=2)[CH:7]=[CH:8][C:9]=1[N+:10]([O-])=O)([O-])=O.[H][H], predict the reaction product. The product is: [NH2:1][C:4]1[CH:5]=[C:6]([O:13][C:14]2[CH:19]=[CH:18][C:17]([CH2:20][OH:21])=[CH:16][CH:15]=2)[CH:7]=[CH:8][C:9]=1[NH2:10]. (8) Given the reactants [C:1](OC(=O)C)(=[O:3])[CH3:2].N1C=CC=CC=1.[Br:14][C:15]1[CH:16]=[CH:17][C:18]([C:21]2[NH:25][C:24]3[CH:26]=[C:27]([CH:41]4[CH2:45][CH2:44][CH2:43][NH:42]4)[C:28]([O:30][C:31]4[CH:36]=[CH:35][C:34]([S:37]([CH3:40])(=[O:39])=[O:38])=[CH:33][CH:32]=4)=[CH:29][C:23]=3[N:22]=2)=[N:19][CH:20]=1, predict the reaction product. The product is: [Br:14][C:15]1[CH:16]=[CH:17][C:18]([C:21]2[NH:25][C:24]3[CH:26]=[C:27]([CH:41]4[CH2:45][CH2:44][CH2:43][N:42]4[C:1](=[O:3])[CH3:2])[C:28]([O:30][C:31]4[CH:36]=[CH:35][C:34]([S:37]([CH3:40])(=[O:38])=[O:39])=[CH:33][CH:32]=4)=[CH:29][C:23]=3[N:22]=2)=[N:19][CH:20]=1. (9) Given the reactants [N:1]1([CH2:7][CH2:8][NH2:9])[CH2:6][CH2:5][O:4][CH2:3][CH2:2]1.I[CH2:11][CH2:12][O:13][C:14]1[CH:19]=[CH:18][C:17]([CH2:20][C:21]2[CH:26]=[CH:25][C:24]([C:27]3[O:28][CH:29]=[CH:30][N:31]=3)=[CH:23][CH:22]=2)=[CH:16][CH:15]=1, predict the reaction product. The product is: [O:28]1[CH:29]=[CH:30][N:31]=[C:27]1[C:24]1[CH:23]=[CH:22][C:21]([CH2:20][C:17]2[CH:16]=[CH:15][C:14]([O:13][CH2:12][CH2:11][NH:9][CH2:8][CH2:7][N:1]3[CH2:6][CH2:5][O:4][CH2:3][CH2:2]3)=[CH:19][CH:18]=2)=[CH:26][CH:25]=1. (10) Given the reactants F[B-](F)(F)F.[F:6][C:7]1[C:12]2[CH2:13][O:14][CH2:15][O:16][C:11]=2[C:10]([O:17][CH3:18])=[CH:9][C:8]=1[CH:19]([NH:34][C:35]1[CH:40]=[CH:39][C:38]([C:41](=S)[NH2:42])=[CH:37][CH:36]=1)[C:20]1[NH:24][C:23](=[O:25])[N:22]([C:26]2[N:27]=[CH:28][S:29][C:30]=2[C:31]([NH2:33])=[O:32])[N:21]=1.C(O)(C)C.C[SiH](C)[NH:50][SiH](C)C, predict the reaction product. The product is: [C:41]([C:38]1[CH:37]=[CH:36][C:35]([NH:34][CH:19]([C:8]2[CH:9]=[C:10]([O:17][CH3:18])[C:11]3[O:16][CH2:15][O:14][CH2:13][C:12]=3[C:7]=2[F:6])[C:20]2[NH:24][C:23](=[O:25])[N:22]([C:26]3[N:27]=[CH:28][S:29][C:30]=3[C:31]([NH2:33])=[O:32])[N:21]=2)=[CH:40][CH:39]=1)(=[NH:42])[NH2:50].